This data is from Experimentally validated miRNA-target interactions with 360,000+ pairs, plus equal number of negative samples. The task is: Binary Classification. Given a miRNA mature sequence and a target amino acid sequence, predict their likelihood of interaction. (1) The miRNA is hsa-miR-215-5p with sequence AUGACCUAUGAAUUGACAGAC. The protein sequence of the target gene is MRLLAGWLCLSLASVWLARRMWTLRSPLTRSLYVNMTSGPGGPAAAAGGRKENHQWYVCNREKLCESLQAVFVQSYLDQGTQIFLNNSIEKSGWLFIQLYHSFVSSVFSLFMSRTSINGLLGRGSMFVFSPDQFQRLLKINPDWKTHRLLDLGAGDGEVTKIMSPHFEEIYATELSETMIWQLQKKKYRVLGINEWQNTGFQYDVISCLNLLDRCDQPLTLLKDIRSVLEPTRGRVILALVLPFHPYVENVGGKWEKPSEILEIKGQNWEEQVNSLPEVFRKAGFVIEAFTRLPYLCEGD.... Result: 1 (interaction). (2) The miRNA is mmu-let-7b-5p with sequence UGAGGUAGUAGGUUGUGUGGUU. The protein sequence of the target gene is MGNSYAGQLKSARFEEALHNSIEASLRCSTAVPRPIFSQLYLDPDQHPFSTADVKPKVEDLDKDLVHPYTQNGSVDFSHNVAMNEMEDDEDEEEMSDSNSPPIPYSQKPAPEGSCTTDGFCQAGKDLRLVSLCMEQIDIPAGFLLVGAKSPNLPEHILVCAVDKRFLPDDHGKNALLGFSGNCIGCGERGFRYFTEFSNHINLKLTTQPKKQKHLKYYLVRTSQGVLSKGPLICWKECRSRQSSALCHSTKPISSVSSAVAPENGTANGYKAGFTVTEAANGTSGHGGKSSSCSSTPSRP.... Result: 1 (interaction). (3) The miRNA is hsa-miR-508-3p with sequence UGAUUGUAGCCUUUUGGAGUAGA. The protein sequence of the target gene is MAEEGIAAGGVMDVNTALQEVLKTALIHDGLARGIREAAKALDKRQAHLCVLASNCDEPMYVKLVEALCAEHQINLIKVDDNKKLGEWVGLCKIDREGKPRKVVGCSCVVVKDYGKESQAKDVIEEYFKCKK. Result: 0 (no interaction). (4) The miRNA is hsa-miR-361-3p with sequence UCCCCCAGGUGUGAUUCUGAUUU. The protein sequence of the target gene is MVALRGLGSGLQPWCPLDLRLEWVDTVWELDFTETEPLDPSIEAEIIETGLAAFTKLYESLLPFATGEHGSMESIWTFFIENNVSHSTLVALFYHFVQIVHKKNVSVQYREYGLHAAGLYFLLLEVPGSVANQVFHPVMFDKCIQTLKKSWPQESNLNRKRKKEQPKSSQANPGRHRKRGKPPRREDIEMDEIIEEQEDENICFSARDLSQIRNAIFHLLKNFLRLLPKFSLKEKPQCVQNCIEVFVSLTNFEPVLHECHVTQARALNQAKYIPELAYYGLYLLCSPIHGEGDKVISCVF.... Result: 1 (interaction). (5) The miRNA is mmu-miR-1981-5p with sequence GUAAAGGCUGGGCUUAGACGUGGC. The protein sequence of the target gene is MRTPVVMTLGMVLAPCGLLLNLTGTLAPGWRLVKGFLNQPVDVELYQGLWDMCREQSSRERECGQTDQWGYFEAQPVLVARALMVTSLAATVLGLLLASLGVRCWQDEPNFVLAGLSGVVLFVAGLLGLIPVSWYNHFLGDRDVLPAPASPVTVQVSYSLVLGYLGSCLLLLGGFSLALSFAPWCDERCRRRRKGPSAGPRRSSVSTIQVEWPEPDLAPAIKYYSDGQHRPPPAQHRKPKPKPKVGFPMPRPRPKAYTNSVDVLDGEGWESQDAPSCSTHPCDSSLPCDSDL. Result: 0 (no interaction). (6) The miRNA is hsa-miR-15b-5p with sequence UAGCAGCACAUCAUGGUUUACA. The protein sequence of the target gene is MDIRPNHTIYINNMNDKIKKEELKRSLYALFSQFGHVVDIVALKTMKMRGQAFVIFKELGSSTNALRQLQGFPFYGKPMRIQYAKTDSDIISKMRGTFADKEKKKEKKKAKTVEQTATTTNKKPGQGTPNSANTQGNSTPNPQVPDYPPNYILFLNNLPEETNEMMLSMLFNQFPGFKEVRLVPGRHDIAFVEFENDGQAGAARDALQGFKITPSHAMKITYAKK. Result: 1 (interaction).